This data is from Catalyst prediction with 721,799 reactions and 888 catalyst types from USPTO. The task is: Predict which catalyst facilitates the given reaction. (1) Product: [Br:2][C:3]1[CH:11]=[C:10]2[C:6]([CH2:7][CH2:8][C@H:9]2[NH:12][C:19](=[O:20])[O:18][C:15]([CH3:17])([CH3:16])[CH3:14])=[C:5]([F:13])[CH:4]=1. The catalyst class is: 2. Reactant: Cl.[Br:2][C:3]1[CH:11]=[C:10]2[C:6]([CH2:7][CH2:8][C@H:9]2[NH2:12])=[C:5]([F:13])[CH:4]=1.[CH3:14][C:15]([O:18][C:19](O[C:19]([O:18][C:15]([CH3:17])([CH3:16])[CH3:14])=[O:20])=[O:20])([CH3:17])[CH3:16]. (2) Reactant: [CH3:1][N:2]([CH3:17])[C:3]1[CH:4]=[C:5]([NH:9][C:10]2[CH:15]=[C:14]([NH2:16])[N:13]=[CH:12][N:11]=2)[CH:6]=[CH:7][CH:8]=1.[Cl:18][C:19]1[CH:24]=[CH:23][CH:22]=[C:21]([Cl:25])[C:20]=1[N:26]=[C:27]=[O:28]. Product: [Cl:18][C:19]1[CH:24]=[CH:23][CH:22]=[C:21]([Cl:25])[C:20]=1[NH:26][C:27]([NH:16][C:14]1[CH:15]=[C:10]([NH:9][C:5]2[CH:6]=[CH:7][CH:8]=[C:3]([N:2]([CH3:17])[CH3:1])[CH:4]=2)[N:11]=[CH:12][N:13]=1)=[O:28]. The catalyst class is: 13. (3) Reactant: [Cl:1][C:2]1[CH:7]=[CH:6][C:5]([C:8](=O)[CH2:9][C:10]2[CH:15]=[CH:14][N:13]=[C:12]([Cl:16])[N:11]=2)=[CH:4][C:3]=1[CH3:18].C1C(=O)N(Br)C(=O)C1.[CH2:27]([NH:29][C:30]([NH2:32])=[S:31])[CH3:28]. Product: [Cl:1][C:2]1[CH:7]=[CH:6][C:5]([C:8]2[N:32]=[C:30]([NH:29][CH2:27][CH3:28])[S:31][C:9]=2[C:10]2[CH:15]=[CH:14][N:13]=[C:12]([Cl:16])[N:11]=2)=[CH:4][C:3]=1[CH3:18]. The catalyst class is: 2.